From a dataset of Full USPTO retrosynthesis dataset with 1.9M reactions from patents (1976-2016). Predict the reactants needed to synthesize the given product. (1) The reactants are: C(N(C(C)C)CC)(C)C.[C:10]([O:14][C:15](=[O:26])[CH2:16][CH:17]([CH:19]1[CH2:24][CH:23]2[CH2:25][CH:20]1[CH:21]=[CH:22]2)[OH:18])([CH3:13])([CH3:12])[CH3:11].[CH3:27][O:28][CH2:29]Cl. Given the product [C:10]([O:14][C:15](=[O:26])[CH2:16][CH:17]([CH:19]1[CH2:24][CH:23]2[CH2:25][CH:20]1[CH:21]=[CH:22]2)[O:18][CH2:27][O:28][CH3:29])([CH3:13])([CH3:11])[CH3:12], predict the reactants needed to synthesize it. (2) Given the product [CH2:1]([O:3][CH:4]([O:15][CH2:16][CH3:17])[C:5]1[O:13][C:12]2[C:11]([C:24]3[CH:23]=[CH:22][C:21]([O:20][C:19]([F:18])([F:30])[F:31])=[CH:26][CH:25]=3)=[CH:10][N:9]=[CH:8][C:7]=2[CH:6]=1)[CH3:2], predict the reactants needed to synthesize it. The reactants are: [CH2:1]([O:3][CH:4]([O:15][CH2:16][CH3:17])[C:5]1[O:13][C:12]2[C:11](I)=[CH:10][N:9]=[CH:8][C:7]=2[CH:6]=1)[CH3:2].[F:18][C:19]([F:31])([F:30])[O:20][C:21]1[CH:26]=[CH:25][C:24](B(O)O)=[CH:23][CH:22]=1.C(=O)([O-])[O-].[Na+].[Na+]. (3) Given the product [F:1][C:2]1[CH:3]=[CH:4][C:5]([S:22]([NH:23][C:24]2[C:33]([C:34]([O:36][CH3:37])=[O:35])=[C:32]3[C:27]([C@H:28]4[CH2:38][C@H:29]4[CH2:30][O:31]3)=[CH:26][CH:25]=2)(=[O:40])=[O:39])=[C:6](/[CH:8]=[CH:9]\[C@@H:10]2[CH2:14][CH2:13][CH2:12][NH:11]2)[CH:7]=1, predict the reactants needed to synthesize it. The reactants are: [F:1][C:2]1[CH:3]=[CH:4][C:5]([S:22](=[O:40])(=[O:39])[NH:23][C:24]2[CH:25]=[CH:26][C:27]3[C@H:28]4[CH2:38][C@H:29]4[CH2:30][O:31][C:32]=3[C:33]=2[C:34]([O:36][CH3:37])=[O:35])=[C:6](/[CH:8]=[CH:9]\[C@@H:10]2[CH2:14][CH2:13][CH2:12][N:11]2C(OC(C)(C)C)=O)[CH:7]=1.C(O)(C(F)(F)F)=O. (4) Given the product [N:1]1([CH2:6][CH2:7][O:8][C:9]2[CH:18]=[C:17]3[C:12]([C:13](=[O:19])/[C:14](=[CH:27]/[C:23]4[S:22][CH:26]=[CH:25][CH:24]=4)/[CH2:15][NH:16]3)=[CH:11][CH:10]=2)[CH:5]=[CH:4][N:3]=[CH:2]1, predict the reactants needed to synthesize it. The reactants are: [N:1]1([CH2:6][CH2:7][O:8][C:9]2[CH:18]=[C:17]3[C:12]([C:13](=[O:19])[CH2:14][CH2:15][NH:16]3)=[CH:11][CH:10]=2)[CH:5]=[CH:4][N:3]=[CH:2]1.[OH-].[K+].[S:22]1[CH:26]=[CH:25][CH:24]=[C:23]1[CH:27]=O. (5) Given the product [F:46][C:43]1[CH:41]=[CH:17][CH:16]=[CH:15][C:14]=1[C:11]1[CH:12]=[CH:13][C:8]2[N:7]=[C:24]([C:26]3[CH:31]=[CH:30][CH:29]=[C:28]([C:32]4[N:33]=[N:34][C:35]([CH3:38])=[CH:36][CH:37]=4)[CH:27]=3)[CH2:23][C:22](=[O:39])[NH:21][C:9]=2[CH:10]=1, predict the reactants needed to synthesize it. The reactants are: C(OC(=O)[NH:7][C:8]1[CH:13]=[CH:12][C:11]([C:14]2C=C[CH:17]=[CH:16][C:15]=2F)=[CH:10][C:9]=1[NH:21][C:22](=[O:39])[CH2:23][C:24]([C:26]1[CH:31]=[CH:30][CH:29]=[C:28]([C:32]2[N:33]=[N:34][C:35]([CH3:38])=[CH:36][CH:37]=2)[CH:27]=1)=O)(C)(C)C.[C:41](O)([C:43]([F:46])(F)F)=O. (6) Given the product [CH3:1][C:2]1[S:6][C:5]2=[N:7][C:8]3[CH:9]=[CH:10][CH:11]=[CH:12][C:13]=3[N:14]([C:31]([O:33][CH:34]([Cl:36])[CH3:35])=[O:32])[C:15]([N:16]3[CH2:17][CH2:18][N:19]([CH3:22])[CH2:20][CH2:21]3)=[C:4]2[CH:3]=1, predict the reactants needed to synthesize it. The reactants are: [CH3:1][C:2]1[S:6][C:5]2[NH:7][C:8]3[CH:9]=[CH:10][CH:11]=[CH:12][C:13]=3[N:14]=[C:15]([N:16]3[CH2:21][CH2:20][N:19]([CH3:22])[CH2:18][CH2:17]3)[C:4]=2[CH:3]=1.C(N(CC)CC)C.Cl[C:31]([O:33][CH:34]([Cl:36])[CH3:35])=[O:32]. (7) The reactants are: [Cl:1][C:2]1[CH:7]=[CH:6][C:5]([C:8](=[O:33])[CH2:9][S:10]([NH:13][C@H:14]2[CH2:18][CH2:17][N:16]([C@H:19]([C:24]([N:26]3[CH2:31][CH2:30][O:29][CH2:28][CH2:27]3)=[O:25])[C@@H:20]([CH3:23])[CH2:21][CH3:22])[C:15]2=[O:32])(=[O:12])=[O:11])=[CH:4][CH:3]=1.[BH4-].[Na+].O. Given the product [Cl:1][C:2]1[CH:3]=[CH:4][C:5]([CH:8]([OH:33])[CH2:9][S:10]([NH:13][C@H:14]2[CH2:18][CH2:17][N:16]([C@H:19]([C:24]([N:26]3[CH2:27][CH2:28][O:29][CH2:30][CH2:31]3)=[O:25])[C@@H:20]([CH3:23])[CH2:21][CH3:22])[C:15]2=[O:32])(=[O:12])=[O:11])=[CH:6][CH:7]=1, predict the reactants needed to synthesize it. (8) Given the product [CH3:14][NH:15][C:2]1[N:7]=[C:6]([C:8]2[CH:13]=[CH:12][CH:11]=[CH:10][CH:9]=2)[CH:5]=[CH:4][N:3]=1, predict the reactants needed to synthesize it. The reactants are: Cl[C:2]1[N:7]=[C:6]([C:8]2[CH:13]=[CH:12][CH:11]=[CH:10][CH:9]=2)[CH:5]=[CH:4][N:3]=1.[CH3:14][NH2:15]. (9) Given the product [O:1]([C:8]1[CH:16]=[CH:15][C:11]([C:12]([Cl:19])=[O:13])=[CH:10][CH:9]=1)[C:2]1[CH:7]=[CH:6][CH:5]=[CH:4][CH:3]=1, predict the reactants needed to synthesize it. The reactants are: [O:1]([C:8]1[CH:16]=[CH:15][C:11]([C:12](O)=[O:13])=[CH:10][CH:9]=1)[C:2]1[CH:7]=[CH:6][CH:5]=[CH:4][CH:3]=1.S(Cl)([Cl:19])=O. (10) The reactants are: [C:1]([O:6][CH3:7])(=[O:5])[C:2]([CH3:4])=[CH2:3].[C:8]([O:13][CH2:14][CH2:15][CH2:16][CH2:17][CH2:18][CH2:19][CH2:20][CH2:21][CH2:22][CH2:23][CH2:24][CH3:25])(=[O:12])[C:9]([CH3:11])=[CH2:10].C(OS(C1C=CC=CC=1)(=O)=O)CCCCCCCCCCC.[Na]. Given the product [C:1]([O:6][CH3:7])(=[O:5])[C:2]([CH3:4])=[CH2:3].[C:8]([O:13][CH2:14][CH2:15][CH2:16][CH2:17][CH2:18][CH2:19][CH2:20][CH2:21][CH2:22][CH2:23][CH2:24][CH3:25])(=[O:12])[C:9]([CH3:11])=[CH2:10], predict the reactants needed to synthesize it.